Dataset: Blood-brain barrier permeability regression values from the B3DB database. Task: Regression/Classification. Given a drug SMILES string, predict its absorption, distribution, metabolism, or excretion properties. Task type varies by dataset: regression for continuous measurements (e.g., permeability, clearance, half-life) or binary classification for categorical outcomes (e.g., BBB penetration, CYP inhibition). For this dataset (b3db_regression), we predict Y. (1) The molecule is CC1=CN(C(=O)NC1=O)C2CC(C(O2)CO)F. The Y is -0.600 log(BB ratio). (2) The molecule is C1=CN(C(=N1)[N+](=O)[O-])CC(CF)O. The Y is -0.0100 log(BB ratio). (3) The drug is C1CCN(CC1)CC2=CC(=C(C=C2)I)CN3CCCCC3. The Y is 0.980 log(BB ratio). (4) The drug is CCNCC1=CC=C(C=C1)C(=O)NC2=NN(C(=C2)C)CC3=C(C=CC(=C3)Cl)OCC(C)C. The Y is -0.0500 log(BB ratio). (5) The compound is CC1=C2C(=CC=C1)N(C(=N2)NC3CCN(CC3)CCN)CC4=C(C=CC(=N4)C)O. The Y is 0.630 log(BB ratio). (6) The drug is CC1(CN(C(=O)NC1=O)C)C2=CCCCC2. The Y is 0.100 log(BB ratio). (7) The compound is C[C@@]12C3=CC=CC=C3C[C@@H](N1)C4=CC=CC=C24. The Y is 1.11 log(BB ratio). (8) The compound is CC12C3=CC=CC=C3CC(N1)C4=CC=CC=C24. The Y is 1.11 log(BB ratio).